Dataset: Forward reaction prediction with 1.9M reactions from USPTO patents (1976-2016). Task: Predict the product of the given reaction. (1) Given the reactants [F:1][C:2]1[CH:7]=[CH:6][CH:5]=[CH:4][C:3]=1[CH2:8][C:9]([CH:11]1[CH2:16][CH2:15][N:14]([CH2:17][C:18]2[C:19](=[O:24])[NH:20][CH:21]=[CH:22][N:23]=2)[CH2:13][CH2:12]1)=[O:10].[BH4-].[Na+].O.ClCCl, predict the reaction product. The product is: [OH:10][CH:9]([CH:11]1[CH2:12][CH2:13][N:14]([CH2:17][C:18]2[C:19](=[O:24])[NH:20][CH:21]=[CH:22][N:23]=2)[CH2:15][CH2:16]1)[CH2:8][C:3]1[CH:4]=[CH:5][CH:6]=[CH:7][C:2]=1[F:1]. (2) The product is: [ClH:52].[CH3:1][O:2][C:3]1[CH:4]=[C:5]2[C:10](=[CH:11][C:12]=1[O:13][CH3:14])[CH2:9][N:8]([CH2:15][CH2:16][C:17]1[CH:22]=[CH:21][C:20]([N:23]3[N:27]=[N:26][C:25]([C:28]4[CH:33]=[C:32]([O:34][CH3:35])[C:31]([O:36][CH3:37])=[CH:30][C:29]=4[NH:38][C:39]([C:41]4[O:42][C:43]5[C:48]([C:49](=[O:51])[CH:50]=4)=[CH:47][CH:46]=[CH:45][CH:44]=5)=[O:40])=[N:24]3)=[CH:19][CH:18]=1)[CH2:7][CH2:6]2. Given the reactants [CH3:1][O:2][C:3]1[CH:4]=[C:5]2[C:10](=[CH:11][C:12]=1[O:13][CH3:14])[CH2:9][N:8]([CH2:15][CH2:16][C:17]1[CH:22]=[CH:21][C:20]([N:23]3[N:27]=[N:26][C:25]([C:28]4[CH:33]=[C:32]([O:34][CH3:35])[C:31]([O:36][CH3:37])=[CH:30][C:29]=4[NH:38][C:39]([C:41]4[O:42][C:43]5[C:48]([C:49](=[O:51])[CH:50]=4)=[CH:47][CH:46]=[CH:45][CH:44]=5)=[O:40])=[N:24]3)=[CH:19][CH:18]=1)[CH2:7][CH2:6]2.[ClH:52], predict the reaction product. (3) Given the reactants [CH:1]1[C:10]2[C:5](=[CH:6][C:7]([C:11]3[CH:15]=[C:14]([C:16]#[C:17][C@@H:18]([NH:26][C:27](=[O:33])[O:28][C:29]([CH3:32])([CH3:31])[CH3:30])[CH2:19][C:20]4[CH:25]=[CH:24][CH:23]=[CH:22][CH:21]=4)[O:13][N:12]=3)=[CH:8][CH:9]=2)[CH:4]=[CH:3][N:2]=1, predict the reaction product. The product is: [CH:1]1[C:10]2[C:5](=[CH:6][C:7]([C:11]3[CH:15]=[C:14]([CH2:16][CH2:17][C@@H:18]([NH:26][C:27](=[O:33])[O:28][C:29]([CH3:31])([CH3:30])[CH3:32])[CH2:19][C:20]4[CH:21]=[CH:22][CH:23]=[CH:24][CH:25]=4)[O:13][N:12]=3)=[CH:8][CH:9]=2)[CH:4]=[CH:3][N:2]=1. (4) Given the reactants F.F.F.C(N(CC)CC)C.[C:11]([O:14][C@H:15]1[C@@H:19]([NH:20][C:21]([CH2:23][C:24]2[C:36]3[CH2:35][C:34]4[C:29](=[CH:30][CH:31]=[CH:32][CH:33]=4)[C:28]=3[CH:27]=[CH:26][CH:25]=2)=[O:22])[C@H:18]([CH2:37][O:38][Si](C(C)(C)C)(C2C=CC=CC=2)C2C=CC=CC=2)[O:17][C@@H:16]1[N:56]1[CH:64]=[N:63][C:62]2[C:57]1=[N:58][CH:59]=[N:60][C:61]=2[Cl:65])(=[O:13])[CH3:12], predict the reaction product. The product is: [C:11]([O:14][C@H:15]1[C@@H:19]([NH:20][C:21]([CH2:23][C:24]2[C:36]3[CH2:35][C:34]4[C:29](=[CH:30][CH:31]=[CH:32][CH:33]=4)[C:28]=3[CH:27]=[CH:26][CH:25]=2)=[O:22])[C@H:18]([CH2:37][OH:38])[O:17][C@@H:16]1[N:56]1[CH:64]=[N:63][C:62]2[C:57]1=[N:58][CH:59]=[N:60][C:61]=2[Cl:65])(=[O:13])[CH3:12]. (5) Given the reactants [NH2:1][C:2]1[C:11]2[N:10]=[CH:9][C:8]([CH2:12][CH2:13][C:14]3[CH:19]=[CH:18][C:17]([C:20](=O)[CH3:21])=[CH:16][CH:15]=3)=[CH:7][C:6]=2[C:5]2[CH:23]=[CH:24][C:25]([CH3:27])=[CH:26][C:4]=2[N:3]=1.[CH2:28]([CH2:30][NH2:31])[OH:29].C(O)(C(F)(F)F)=O, predict the reaction product. The product is: [NH2:1][C:2]1[C:11]2[N:10]=[CH:9][C:8]([CH2:12][CH2:13][C:14]3[CH:19]=[CH:18][C:17]([CH:20]([NH:31][CH2:30][CH2:28][OH:29])[CH3:21])=[CH:16][CH:15]=3)=[CH:7][C:6]=2[C:5]2[CH:23]=[CH:24][C:25]([CH3:27])=[CH:26][C:4]=2[N:3]=1. (6) Given the reactants C([O:8][C:9](=[O:24])[C:10]1[CH:15]=[CH:14][CH:13]=[CH:12][C:11]=1[S:16][CH2:17][C:18]1[CH:23]=[CH:22][CH:21]=[CH:20][CH:19]=1)C1C=CC=CC=1.[OH-].[Na+].[OH-].[K+], predict the reaction product. The product is: [CH2:17]([S:16][C:11]1[CH:12]=[CH:13][CH:14]=[CH:15][C:10]=1[C:9]([OH:24])=[O:8])[C:18]1[CH:19]=[CH:20][CH:21]=[CH:22][CH:23]=1. (7) Given the reactants [CH2:1]1[C@@H:9]([O:10][C:11]([C:13]2[CH:18]=[CH:17][C:16]([C:19]3[CH:24]=[CH:23][CH:22]=[CH:21][CH:20]=3)=[CH:15][CH:14]=2)=[O:12])[C@H:8]([CH2:25]O)[C@H:3]2[CH2:4][C:5]([O:7][C@@H:2]12)=[O:6].[Na+].[Br-].C([O-])(O)=O.[Na+].CC(O)C.[O-]Cl.[Na+].[C:41]([C:45]1[CH:46]=[C:47]([O:51][CH2:52][C:53]([CH2:55]P(OC)(OC)=O)=[O:54])[CH:48]=[CH:49][CH:50]=1)([F:44])([F:43])[F:42].[OH-].[Na+].C(O)(=O)CC(CC(O)=O)(C(O)=O)O, predict the reaction product. The product is: [O:54]=[C:53]([CH2:52][O:51][C:47]1[CH:48]=[CH:49][CH:50]=[C:45]([C:41]([F:42])([F:43])[F:44])[CH:46]=1)/[CH:55]=[CH:25]/[C@@H:8]1[C@@H:3]2[C@@H:2]([O:7][C:5](=[O:6])[CH2:4]2)[CH2:1][C@H:9]1[O:10][C:11](=[O:12])[C:13]1[CH:18]=[CH:17][C:16]([C:19]2[CH:24]=[CH:23][CH:22]=[CH:21][CH:20]=2)=[CH:15][CH:14]=1.